From a dataset of Forward reaction prediction with 1.9M reactions from USPTO patents (1976-2016). Predict the product of the given reaction. Given the reactants [C:1](OC(Cl)(Cl)Cl)(OC(Cl)(Cl)Cl)=[O:2].Cl.[CH2:14]([CH:21]1[CH2:24][CH2:23][NH:22]1)[C:15]1[CH:20]=[CH:19][CH:18]=[CH:17][CH:16]=1.C(N(CC)C(C)C)(C)C.C(O)(C(F)(F)F)=O.[F:41][C:42]1[CH:47]=[CH:46][C:45]([N:48]2[C:52]3[N:53]=[CH:54][N:55]([CH2:58][C:59]4([OH:65])[CH2:64][CH2:63][NH:62][CH2:61][CH2:60]4)[C:56](=[O:57])[C:51]=3[CH:50]=[N:49]2)=[CH:44][CH:43]=1, predict the reaction product. The product is: [CH2:14]([CH:21]1[CH2:24][CH2:23][N:22]1[C:1]([N:62]1[CH2:63][CH2:64][C:59]([CH2:58][N:55]2[C:56](=[O:57])[C:51]3[CH:50]=[N:49][N:48]([C:45]4[CH:44]=[CH:43][C:42]([F:41])=[CH:47][CH:46]=4)[C:52]=3[N:53]=[CH:54]2)([OH:65])[CH2:60][CH2:61]1)=[O:2])[C:15]1[CH:20]=[CH:19][CH:18]=[CH:17][CH:16]=1.